Binary Classification. Given a drug SMILES string, predict its activity (active/inactive) in a high-throughput screening assay against a specified biological target. From a dataset of M1 muscarinic receptor antagonist screen with 61,756 compounds. (1) The drug is O(c1cc(C(=O)Nc2c(c3nn(nn3)CC)cccc2)cc(OC)c1OC)C. The result is 0 (inactive). (2) The compound is S(c1n(c2c(OCC)cccc2)c(=O)c2c(n1)cccc2)CC(=O)N. The result is 0 (inactive). (3) The molecule is O=C(Nc1c(N2CCN(CC2)C)cccc1)CCc1onc(n1)c1ccc(cc1)C. The result is 1 (active). (4) The compound is S(=O)(=O)(N(c1cc(cc(c1)C)C)CC(=O)NCc1occc1)c1c(onc1C)C. The result is 0 (inactive). (5) The molecule is O=C(N1CCN(CC1)Cc1ncccc1)c1ccc(cc1)c1ccccc1. The result is 0 (inactive). (6) The drug is s1c2c(CCCC2)c2c1n1c(n(c2=O)C)nnc1SCC(=O)N(CCCC)CCCC. The result is 0 (inactive).